Dataset: Full USPTO retrosynthesis dataset with 1.9M reactions from patents (1976-2016). Task: Predict the reactants needed to synthesize the given product. (1) Given the product [CH2:1]([O:8][C@@H:9]1[CH2:14][CH2:13][CH2:12][N:11]([C:15]([C:17]2[N:22]=[N:21][C:20]([C:23]3[O:28][CH:27]=[C:26]([CH:29]([CH3:30])[CH3:31])[N:25]=3)=[C:19]([CH2:32][CH:33]([CH3:34])[CH3:35])[CH:18]=2)=[O:16])[CH2:10]1)[C:2]1[CH:7]=[CH:6][CH:5]=[CH:4][CH:3]=1, predict the reactants needed to synthesize it. The reactants are: [CH2:1]([O:8][C@@H:9]1[CH2:14][CH2:13][CH2:12][N:11]([C:15]([C:17]2[N:22]=[N:21][C:20]([C:23]([NH:25][C@@H:26]([CH:29]([CH3:31])[CH3:30])[CH2:27][OH:28])=O)=[C:19]([CH2:32][CH:33]([CH3:35])[CH3:34])[CH:18]=2)=[O:16])[CH2:10]1)[C:2]1[CH:7]=[CH:6][CH:5]=[CH:4][CH:3]=1.CC(OI1(OC(C)=O)(OC(C)=O)OC(=O)C2C=CC=CC1=2)=O.C1C=CC(P(C2C=CC=CC=2)C2C=CC=CC=2)=CC=1.C(C1C=CC=C(C(C)(C)C)N=1)(C)(C)C.BrC(C(Br)(Cl)Cl)(Cl)Cl.C1CCN2C(=NCCC2)CC1. (2) Given the product [CH3:25][O:24][C:7]1[CH:6]=[CH:5][C:4]2[N:3]=[C:2]([NH:38][C:37]3[CH:36]=[CH:35][C:34]([O:33][CH:30]4[CH2:31][CH2:32][N:27]([CH3:26])[CH2:28][CH2:29]4)=[CH:40][CH:39]=3)[C:11]3=[N:12][NH:13][CH:14]=[C:10]3[C:9]=2[CH:8]=1, predict the reactants needed to synthesize it. The reactants are: Cl[C:2]1[C:11]2=[N:12][N:13](CC3C=CC(OC)=CC=3)[CH:14]=[C:10]2[C:9]2[CH:8]=[C:7]([O:24][CH3:25])[CH:6]=[CH:5][C:4]=2[N:3]=1.[CH3:26][N:27]1[CH2:32][CH2:31][CH:30]([O:33][C:34]2[CH:40]=[CH:39][C:37]([NH2:38])=[CH:36][CH:35]=2)[CH2:29][CH2:28]1.Cl. (3) Given the product [CH3:19][C:20]1([CH2:24][NH:25][C:5]2[N:10]=[CH:9][C:8]([C:11]#[C:12][C:13]3[CH:18]=[CH:17][CH:16]=[CH:15][CH:14]=3)=[CH:7][N:6]=2)[CH2:23][O:22][CH2:21]1, predict the reactants needed to synthesize it. The reactants are: CS([C:5]1[N:10]=[CH:9][C:8]([C:11]#[C:12][C:13]2[CH:18]=[CH:17][CH:16]=[CH:15][CH:14]=2)=[CH:7][N:6]=1)(=O)=O.[CH3:19][C:20]1([CH2:24][NH2:25])[CH2:23][O:22][CH2:21]1. (4) Given the product [CH:1]1([S:6][CH:7]([C:11]2[CH:16]=[CH:15][C:14]([O:17][CH3:18])=[CH:13][CH:12]=2)[C:8]([NH:19][C:20]2[CH:25]=[CH:24][CH:23]=[CH:22][N:21]=2)=[O:10])[CH2:2][CH2:3][CH2:4][CH2:5]1, predict the reactants needed to synthesize it. The reactants are: [CH:1]1([S:6][CH:7]([C:11]2[CH:16]=[CH:15][C:14]([O:17][CH3:18])=[CH:13][CH:12]=2)[C:8]([OH:10])=O)[CH2:5][CH2:4][CH2:3][CH2:2]1.[NH2:19][C:20]1[CH:25]=[CH:24][CH:23]=[CH:22][N:21]=1. (5) Given the product [CH3:18][N:15]1[C:14]2[CH:19]=[CH:20][C:11]([C:9](=[O:10])[CH2:5][C:4]([O:3][CH2:2][CH3:1])=[O:21])=[CH:12][C:13]=2[N:17]=[N:16]1, predict the reactants needed to synthesize it. The reactants are: [CH3:1][C:2]1(C)OC(=O)[CH:5]([C:9]([C:11]2[CH:20]=[CH:19][C:14]3[N:15]([CH3:18])[N:16]=[N:17][C:13]=3[CH:12]=2)=[O:10])[C:4](=[O:21])[O:3]1. (6) The reactants are: C([O:8][C:9]1[CH:14]=[CH:13][N:12]=[C:11]([O:15][C@@H:16]2[CH2:21][CH2:20][C@@H:19]([CH3:22])[N:18]([C:23]([C:25]3[CH:30]=[CH:29][CH:28]=[CH:27][C:26]=3[N:31]3[N:35]=[CH:34][CH:33]=[N:32]3)=[O:24])[CH2:17]2)[CH:10]=1)C1C=CC=CC=1. Given the product [CH3:22][C@H:19]1[N:18]([C:23]([C:25]2[CH:30]=[CH:29][CH:28]=[CH:27][C:26]=2[N:31]2[N:35]=[CH:34][CH:33]=[N:32]2)=[O:24])[CH2:17][C@H:16]([O:15][C:11]2[CH:10]=[C:9]([OH:8])[CH:14]=[CH:13][N:12]=2)[CH2:21][CH2:20]1, predict the reactants needed to synthesize it. (7) The reactants are: [NH2:1][C:2]1[CH:3]=[N:4][C:5]2[C:10]([C:11]=1[NH:12][CH2:13][CH2:14][CH2:15][CH2:16][CH2:17][C:18]([O:20][CH2:21][CH3:22])=[O:19])=[CH:9][CH:8]=[CH:7][CH:6]=2.[C:23](OC)(OC)(OC)[CH2:24][CH2:25][CH3:26]. Given the product [CH2:24]([C:23]1[N:12]([CH2:13][CH2:14][CH2:15][CH2:16][CH2:17][C:18]([O:20][CH2:21][CH3:22])=[O:19])[C:11]2[C:10]3[CH:9]=[CH:8][CH:7]=[CH:6][C:5]=3[N:4]=[CH:3][C:2]=2[N:1]=1)[CH2:25][CH3:26], predict the reactants needed to synthesize it. (8) The reactants are: [Br:1][C:2]1[CH:7]=[CH:6][C:5](I)=[C:4]([O:9][CH3:10])[CH:3]=1.C([C:13](CC)([C:17]([O-:19])=[O:18])[C:14]([O-:16])=[O:15])C.C(=O)([O-])[O-].[Cs+].[Cs+].N1C=CC=[CH:30][C:29]=1C(O)=O.O1CCO[CH2:39][CH2:38]1. Given the product [Br:1][C:2]1[CH:7]=[CH:6][C:5]([CH:13]([C:17]([O:19][CH2:38][CH3:39])=[O:18])[C:14]([O:16][CH2:29][CH3:30])=[O:15])=[C:4]([O:9][CH3:10])[CH:3]=1, predict the reactants needed to synthesize it.